Dataset: Full USPTO retrosynthesis dataset with 1.9M reactions from patents (1976-2016). Task: Predict the reactants needed to synthesize the given product. (1) Given the product [Br:8][C:9]1[CH:14]=[CH:13][C:12]([C:15]2[CH2:20][CH2:19][CH:18]([C:21]([NH:23][C@H:24]3[CH2:29][CH2:28][C@@H:27]([OH:30])[CH2:26][CH2:25]3)=[O:22])[CH2:17][CH:16]=2)=[C:11]([CH3:32])[CH:10]=1, predict the reactants needed to synthesize it. The reactants are: FC(F)(F)C(O)=O.[Br:8][C:9]1[CH:14]=[CH:13][C:12]([C:15]2(O)[CH2:20][CH2:19][CH:18]([C:21]([NH:23][C@H:24]3[CH2:29][CH2:28][C@@H:27]([OH:30])[CH2:26][CH2:25]3)=[O:22])[CH2:17][CH2:16]2)=[C:11]([CH3:32])[CH:10]=1. (2) Given the product [F:41][CH:2]([F:1])[N:3]1[C:7]2[C:8]([O:22][C@@H:23]([C@H:25]3[CH2:29][NH:28][C:27](=[O:40])[CH2:26]3)[CH3:24])=[N:9][C:10]([C:12]3[CH:17]=[CH:16][C:15]([O:18][CH3:19])=[C:14]([O:20][CH3:21])[CH:13]=3)=[CH:11][C:6]=2[N:5]=[CH:4]1, predict the reactants needed to synthesize it. The reactants are: [F:1][CH:2]([F:41])[N:3]1[C:7]2[C:8]([O:22][C@@H:23]([C@H:25]3[CH2:29][N:28]([C@@H](C4C=CC(OC)=CC=4)C)[C:27](=[O:40])[CH2:26]3)[CH3:24])=[N:9][C:10]([C:12]3[CH:17]=[CH:16][C:15]([O:18][CH3:19])=[C:14]([O:20][CH3:21])[CH:13]=3)=[CH:11][C:6]=2[N:5]=[CH:4]1. (3) Given the product [NH:1]1[C:9]2[C:4](=[CH:5][C:6]([CH2:10][CH2:11][CH2:12][OH:13])=[CH:7][CH:8]=2)[CH:3]=[CH:2]1, predict the reactants needed to synthesize it. The reactants are: [NH:1]1[C:9]2[C:4](=[CH:5][C:6]([CH2:10][CH2:11][C:12](OC)=[O:13])=[CH:7][CH:8]=2)[CH:3]=[CH:2]1.[BH4-].[Li+]. (4) Given the product [CH3:1][CH2:2][C:49]1[CH:50]=[C:51]2[C:34]([C:35]3[C:36]([S:53][C:52]2=[C:47]([CH2:46][CH3:45])[CH:48]=1)=[CH:37][CH:38]=[CH:39][CH:40]=3)=[O:41], predict the reactants needed to synthesize it. The reactants are: [C:1](C1C=CC=CC=1)(=O)[CH3:2].C(C1C=CC=CC=1)(=O)C1C=CC=CC=1.[C:34](OO[C:34](=[O:41])[C:35]1[CH:40]=[CH:39][CH:38]=[CH:37][CH:36]=1)(=[O:41])[C:35]1[CH:40]=[CH:39][CH:38]=[CH:37][CH:36]=1.ClC1C=CC2[S:53][C:52]3[C:47](=[CH:48][CH:49]=[CH:50][CH:51]=3)[C:46](=O)[C:45]=2C=1.N(C1C=C(S(O)(=O)=O)C(C=CC2C(S(O)(=O)=O)=CC(N=[N+]=[N-])=CC=2)=CC=1)=[N+]=[N-]. (5) Given the product [N:36]1([CH2:7][CH2:8][CH2:9][S:10]([N:13]2[CH2:18][CH2:17][CH:16]([C:19]3[C:27]4[C:22](=[C:23]([C:33]([NH2:35])=[O:34])[CH:24]=[C:25]([C:28]5[CH:32]=[CH:31][S:30][CH:29]=5)[CH:26]=4)[NH:21][CH:20]=3)[CH2:15][CH2:14]2)(=[O:12])=[O:11])[CH2:41][CH2:40][O:39][CH2:38][CH2:37]1, predict the reactants needed to synthesize it. The reactants are: NS(N)(=O)=O.Cl[CH2:7][CH2:8][CH2:9][S:10]([N:13]1[CH2:18][CH2:17][CH:16]([C:19]2[C:27]3[C:22](=[C:23]([C:33]([NH2:35])=[O:34])[CH:24]=[C:25]([C:28]4[CH:32]=[CH:31][S:30][CH:29]=4)[CH:26]=3)[NH:21][CH:20]=2)[CH2:15][CH2:14]1)(=[O:12])=[O:11].[NH:36]1[CH2:41][CH2:40][O:39][CH2:38][CH2:37]1.C([O-])([O-])=O.[K+].[K+]. (6) Given the product [CH2:34]([N:36]([CH2:37][CH3:38])[C:28]([C:23]1[CH:24]=[N:25][C:26]2[C:21]([CH:22]=1)=[CH:20][CH:19]=[C:18]([NH:17][C:15]([C:10]1[C:9]([C:6]3[CH:7]=[CH:8][C:3]([C:2]([F:32])([F:1])[F:31])=[CH:4][CH:5]=3)=[CH:14][CH:13]=[CH:12][CH:11]=1)=[O:16])[CH:27]=2)=[O:29])[CH3:35], predict the reactants needed to synthesize it. The reactants are: [F:1][C:2]([F:32])([F:31])[C:3]1[CH:8]=[CH:7][C:6]([C:9]2[C:10]([C:15]([NH:17][C:18]3[CH:27]=[C:26]4[C:21]([CH:22]=[C:23]([C:28](O)=[O:29])[CH:24]=[N:25]4)=[CH:20][CH:19]=3)=[O:16])=[CH:11][CH:12]=[CH:13][CH:14]=2)=[CH:5][CH:4]=1.Cl.[CH2:34]([NH:36][CH2:37][CH3:38])[CH3:35].Cl.CN(C)CCCN=C=NCC.ON1C2C=CC=CC=2N=N1.C(N(CC)CC)C. (7) Given the product [CH2:1]([O:3][C:4]([C:6]1[C:7]([CH3:13])=[N:8][C:9]([NH:12][C:24]2[CH:23]=[CH:22][C:21]([NH:20][C:19]([O:18][C:14]([CH3:17])([CH3:16])[CH3:15])=[O:28])=[CH:26][CH:25]=2)=[N:10][CH:11]=1)=[O:5])[CH3:2], predict the reactants needed to synthesize it. The reactants are: [CH2:1]([O:3][C:4]([C:6]1[C:7]([CH3:13])=[N:8][C:9]([NH2:12])=[N:10][CH:11]=1)=[O:5])[CH3:2].[C:14]([O:18][C:19](=[O:28])[NH:20][C:21]1[CH:26]=[CH:25][C:24](Br)=[CH:23][CH:22]=1)([CH3:17])([CH3:16])[CH3:15].C(O[K])(C)(C)C. (8) Given the product [CH:1]1([C:5]2[C:26]([C:27]3[NH:35][C:30]4[CH2:31][N:32]([CH3:39])[CH2:33][CH2:34][C:29]=4[N:28]=3)=[CH:25][C:8]([C:9]([N:11]3[CH2:12][CH2:13][CH:14]([C:17]4[CH:24]=[CH:23][C:20]([C:21]#[N:22])=[CH:19][CH:18]=4)[CH2:15][CH2:16]3)=[O:10])=[C:7]([CH3:36])[CH:6]=2)[CH2:2][CH2:3][CH2:4]1, predict the reactants needed to synthesize it. The reactants are: [CH:1]1([C:5]2[C:26]([C:27]3[NH:35][C:30]4[CH2:31][NH:32][CH2:33][CH2:34][C:29]=4[N:28]=3)=[CH:25][C:8]([C:9]([N:11]3[CH2:16][CH2:15][CH:14]([C:17]4[CH:24]=[CH:23][C:20]([C:21]#[N:22])=[CH:19][CH:18]=4)[CH2:13][CH2:12]3)=[O:10])=[C:7]([CH3:36])[CH:6]=2)[CH2:4][CH2:3][CH2:2]1.[BH-](OC(C)=O)(OC(C)=O)O[C:39](C)=O.[Na+].C=O.